Dataset: Forward reaction prediction with 1.9M reactions from USPTO patents (1976-2016). Task: Predict the product of the given reaction. (1) Given the reactants C(OC(=O)[NH:7][C:8]1[CH:13]=[CH:12][CH:11]=[CH:10][C:9]=1[NH:14][C:15]([C:17]1[S:21][C:20]2[CH:22]=[CH:23][C:24]([O:26][CH2:27][CH2:28][CH2:29][N:30]([CH3:32])[CH3:31])=[CH:25][C:19]=2[CH:18]=1)=[O:16])(C)(C)C.NC1C=CC=CC=1NC(C1SC2C=CC(OCCN(C)C)=CC=2C=1)=O, predict the reaction product. The product is: [NH2:7][C:8]1[CH:13]=[CH:12][CH:11]=[CH:10][C:9]=1[NH:14][C:15]([C:17]1[S:21][C:20]2[CH:22]=[CH:23][C:24]([O:26][CH2:27][CH2:28][CH2:29][N:30]([CH3:31])[CH3:32])=[CH:25][C:19]=2[CH:18]=1)=[O:16]. (2) Given the reactants Cl.[CH3:2][O:3][C:4]1[CH:9]=[C:8]([N:10]2[CH2:15][CH2:14][N:13]([CH3:16])[CH2:12][CH2:11]2)[CH:7]=[CH:6][C:5]=1[NH:17][C:18]1[N:19]=[C:20]([O:27][C:28]2[CH:33]=[CH:32][CH:31]=[C:30]([N+:34]([O-])=O)[CH:29]=2)[C:21]2[S:26][CH:25]=[CH:24][C:22]=2[N:23]=1, predict the reaction product. The product is: [NH2:34][C:30]1[CH:29]=[C:28]([CH:33]=[CH:32][CH:31]=1)[O:27][C:20]1[C:21]2[S:26][CH:25]=[CH:24][C:22]=2[N:23]=[C:18]([NH:17][C:5]2[CH:6]=[CH:7][C:8]([N:10]3[CH2:15][CH2:14][N:13]([CH3:16])[CH2:12][CH2:11]3)=[CH:9][C:4]=2[O:3][CH3:2])[N:19]=1. (3) Given the reactants [Cl:1][C:2]1[CH:7]=[CH:6][C:5]([N+:8]([O-])=O)=[CH:4][C:3]=1[CH:11]([F:13])[F:12], predict the reaction product. The product is: [Cl:1][C:2]1[CH:7]=[CH:6][C:5]([NH2:8])=[CH:4][C:3]=1[CH:11]([F:12])[F:13]. (4) The product is: [F:34][C:35]1[CH:40]=[CH:39][CH:38]=[CH:37][C:36]=1[N:41]1[CH2:46][CH2:45][N:44]([C:4](=[O:5])[C@:3]([C@H:7]([C:18]2[CH:23]=[CH:22][CH:21]=[CH:20][C:19]=2[O:24][CH3:25])[C:8]2[C:17]3[C:12](=[CH:13][CH:14]=[CH:15][CH:16]=3)[CH:11]=[CH:10][CH:9]=2)([CH3:26])[C:1]#[N:2])[CH2:43][CH2:42]1. Given the reactants [C:1]([C@:3]([CH3:26])([C@H:7]([C:18]1[CH:23]=[CH:22][CH:21]=[CH:20][C:19]=1[O:24][CH3:25])[C:8]1[C:17]2[C:12](=[CH:13][CH:14]=[CH:15][CH:16]=2)[CH:11]=[CH:10][CH:9]=1)[C:4](O)=[O:5])#[N:2].C(Cl)(=O)C(Cl)=O.Cl.[F:34][C:35]1[CH:40]=[CH:39][CH:38]=[CH:37][C:36]=1[N:41]1[CH2:46][CH2:45][NH:44][CH2:43][CH2:42]1.C(N(CC)CC)C, predict the reaction product. (5) The product is: [C:28]([C:24]1[CH:23]=[C:22]([CH:27]=[CH:26][CH:25]=1)[C:21]([CH:4]([C:1](=[O:3])[CH3:2])[CH2:12][CH2:13][CH2:14][CH2:15][C:16]([O:18][CH2:19][CH3:20])=[O:17])=[O:30])#[N:29]. Given the reactants [C:1]([C:4]([C:21](=[O:30])[C:22]1[CH:27]=[CH:26][CH:25]=[C:24]([C:28]#[N:29])[CH:23]=1)([CH2:12][CH2:13][CH2:14][CH2:15][C:16]([O:18][CH2:19][CH3:20])=[O:17])C(OC(C)(C)C)=O)(=[O:3])[CH3:2], predict the reaction product. (6) Given the reactants C([NH:8][C:9]1[CH:10]=[C:11]([CH2:16][CH:17]([CH:25]2[CH2:27][CH2:26]2)[C:18]([O:20][C:21]([CH3:24])([CH3:23])[CH3:22])=[O:19])[CH:12]=[CH:13][C:14]=1[Cl:15])C1C=CC=CC=1, predict the reaction product. The product is: [NH2:8][C:9]1[CH:10]=[C:11]([CH2:16][CH:17]([CH:25]2[CH2:26][CH2:27]2)[C:18]([O:20][C:21]([CH3:23])([CH3:24])[CH3:22])=[O:19])[CH:12]=[CH:13][C:14]=1[Cl:15]. (7) Given the reactants [CH3:1][O:2][C:3]1[CH:4]=[C:5]2[C:10](=[CH:11][C:12]=1[O:13][CH3:14])[N:9]=[CH:8][CH:7]=[C:6]2[O:15][C:16]1[CH:22]=[CH:21][C:19]([NH2:20])=[CH:18][CH:17]=1.C1(C)C=CC=CC=1.C(N(CC)CC)C.ClC(Cl)(O[C:41](=[O:47])[O:42][C:43](Cl)(Cl)Cl)Cl.[F:49][C:50]1[CH:51]=[C:52]([CH:57]=[CH:58][CH:59]=1)[O:53][CH2:54]CO, predict the reaction product. The product is: [CH3:1][O:2][C:3]1[CH:4]=[C:5]2[C:10](=[CH:11][C:12]=1[O:13][CH3:14])[N:9]=[CH:8][CH:7]=[C:6]2[O:15][C:16]1[CH:22]=[CH:21][C:19]([NH:20][C:41](=[O:47])[O:42][CH2:43][CH2:54][O:53][C:52]2[CH:57]=[CH:58][CH:59]=[C:50]([F:49])[CH:51]=2)=[CH:18][CH:17]=1. (8) The product is: [Br:1][C:2]1[CH:3]=[C:4]2[C:9](=[CH:10][CH:11]=1)[N:8]=[CH:7][C:6]([C:12]([CH:14]1[CH2:16][CH2:15]1)=[O:13])=[C:5]2[NH:25][CH:22]1[CH2:23][CH2:24][N:19]([CH3:18])[CH2:20][CH2:21]1. Given the reactants [Br:1][C:2]1[CH:3]=[C:4]2[C:9](=[CH:10][CH:11]=1)[N:8]=[CH:7][C:6]([C:12]([CH:14]1[CH2:16][CH2:15]1)=[O:13])=[C:5]2Cl.[CH3:18][N:19]1[CH2:24][CH2:23][CH:22]([NH2:25])[CH2:21][CH2:20]1, predict the reaction product.